From a dataset of Forward reaction prediction with 1.9M reactions from USPTO patents (1976-2016). Predict the product of the given reaction. (1) Given the reactants [CH2:1]([NH2:3])[CH3:2].Cl[C:5]1[CH:10]=[C:9]([C:11]2[CH:16]=[CH:15][CH:14]=[C:13]([Cl:17])[C:12]=2[Cl:18])[N:8]=[C:7]([NH2:19])[N:6]=1, predict the reaction product. The product is: [Cl:18][C:12]1[C:13]([Cl:17])=[CH:14][CH:15]=[CH:16][C:11]=1[C:9]1[N:8]=[C:7]([NH2:19])[N:6]=[C:5]([NH:3][CH2:1][CH3:2])[CH:10]=1. (2) Given the reactants [NH2:1][CH2:2][CH2:3][CH2:4][CH2:5][NH:6][C:7](=[O:13])[O:8][C:9]([CH3:12])([CH3:11])[CH3:10].[Cl:14][C:15]1[C:20]([N+:21]([O-:23])=[O:22])=[C:19](Cl)[CH:18]=[C:17]([CH3:25])[N:16]=1, predict the reaction product. The product is: [Cl:14][C:15]1[C:20]([N+:21]([O-:23])=[O:22])=[C:19]([NH:1][CH2:2][CH2:3][CH2:4][CH2:5][NH:6][C:7](=[O:13])[O:8][C:9]([CH3:10])([CH3:12])[CH3:11])[CH:18]=[C:17]([CH3:25])[N:16]=1. (3) Given the reactants [NH:1]1[CH2:5][CH2:4][CH2:3][C@@H:2]1[C:6]([NH:8][C@H:9]([C:11]1[CH:20]=[CH:19][C:14]([C:15]([O:17][CH3:18])=[O:16])=[CH:13][CH:12]=1)[CH3:10])=[O:7].[F:21][C:22]([F:32])([F:31])[C:23]1[CH:30]=[CH:29][C:26]([CH2:27]Br)=[CH:25][CH:24]=1.C([O-])([O-])=O.[Na+].[Na+], predict the reaction product. The product is: [F:21][C:22]([F:31])([F:32])[C:23]1[CH:30]=[CH:29][C:26]([CH2:27][N:1]2[CH2:5][CH2:4][CH2:3][C@@H:2]2[C:6]([NH:8][C@H:9]([C:11]2[CH:12]=[CH:13][C:14]([C:15]([O:17][CH3:18])=[O:16])=[CH:19][CH:20]=2)[CH3:10])=[O:7])=[CH:25][CH:24]=1. (4) Given the reactants FC(F)(F)C([N:5]1[CH2:14][CH2:13][C@@H:12]2[C@H:7]([O:8][CH2:9][CH2:10][N:11]2[C:15]([O:17][C:18]([CH3:21])([CH3:20])[CH3:19])=[O:16])[CH2:6]1)=O.C([O-])([O-])=O.[K+].[K+], predict the reaction product. The product is: [N:11]1([C:15]([O:17][C:18]([CH3:21])([CH3:20])[CH3:19])=[O:16])[CH2:10][CH2:9][O:8][CH:7]2[CH2:6][NH:5][CH2:14][CH2:13][CH:12]12. (5) Given the reactants [C:1]([O:5][C:6](=[O:36])[N:7]([C:15]1[C:16]([CH3:35])([CH3:34])[S:17](=[O:33])(=[O:32])[CH2:18][C@:19]([C:22]2[CH:27]=[C:26]([N+:28]([O-:30])=[O:29])[CH:25]=[CH:24][C:23]=2[OH:31])([CH3:21])[N:20]=1)[C:8]([O:10][C:11]([CH3:14])([CH3:13])[CH3:12])=[O:9])([CH3:4])([CH3:3])[CH3:2].C(N(CC)C(C)C)(C)C.C(=O)=O.CC(C)=O.[F:53][C:54]([F:67])([F:66])[S:55](O[S:55]([C:54]([F:67])([F:66])[F:53])(=[O:57])=[O:56])(=[O:57])=[O:56], predict the reaction product. The product is: [F:53][C:54]([F:67])([F:66])[S:55]([O:31][C:23]1[CH:24]=[CH:25][C:26]([N+:28]([O-:30])=[O:29])=[CH:27][C:22]=1[C@@:19]1([CH3:21])[N:20]=[C:15]([N:7]([C:8]([O:10][C:11]([CH3:14])([CH3:12])[CH3:13])=[O:9])[C:6]([O:5][C:1]([CH3:2])([CH3:3])[CH3:4])=[O:36])[C:16]([CH3:35])([CH3:34])[S:17](=[O:33])(=[O:32])[CH2:18]1)(=[O:57])=[O:56]. (6) Given the reactants [Cl:1][C:2]1[CH:7]=[CH:6][C:5]([C:8]2[C:12](=[O:13])[NH:11][C:10]3([CH2:18][CH2:17][CH2:16][N:15]([C:19]([O:21][C:22]([CH3:25])([CH3:24])[CH3:23])=[O:20])[CH2:14]3)[N:9]=2)=[CH:4][CH:3]=1.Cl[CH2:27][C:28]([NH:30][C:31]1[CH:36]=[CH:35][C:34]([F:37])=[C:33]([F:38])[CH:32]=1)=[O:29].C(=O)([O-])[O-].[K+].[K+], predict the reaction product. The product is: [Cl:1][C:2]1[CH:7]=[CH:6][C:5]([C:8]2[C:12](=[O:13])[N:11]([CH2:27][C:28]([NH:30][C:31]3[CH:36]=[CH:35][C:34]([F:37])=[C:33]([F:38])[CH:32]=3)=[O:29])[C:10]3([CH2:18][CH2:17][CH2:16][N:15]([C:19]([O:21][C:22]([CH3:25])([CH3:24])[CH3:23])=[O:20])[CH2:14]3)[N:9]=2)=[CH:4][CH:3]=1. (7) Given the reactants [NH2:1][CH2:2][C@@H:3]1[C@@H:11]([C@@:12]2([CH3:21])[CH2:17][CH2:16][C@H:15]([OH:18])[CH2:14][C@@H:13]2[CH2:19][OH:20])[CH2:10][CH2:9][C@@:8]2([CH3:22])[C@H:4]1[CH2:5][CH2:6][C:7]2=[CH2:23].CC1C=CC(S(O)(=O)=O)=CC=1.O, predict the reaction product. The product is: [NH2:1][CH2:2][C@H:3]1[C@H:4]2[C@@:8]([CH3:22])([C:7]([CH3:23])=[CH:6][CH2:5]2)[CH2:9][CH2:10][C@@H:11]1[C@@:12]1([CH3:21])[CH2:17][CH2:16][C@H:15]([OH:18])[CH2:14][C@@H:13]1[CH2:19][OH:20].